From a dataset of Full USPTO retrosynthesis dataset with 1.9M reactions from patents (1976-2016). Predict the reactants needed to synthesize the given product. (1) Given the product [NH2:1][C:2]1[N:3]=[CH:4][C:5]([C:41]2[CH2:40][N:39]([C:54]([O:56][C:57]([CH3:59])([CH3:58])[CH3:60])=[O:55])[C:38](=[O:37])[CH:42]=2)=[CH:6][C:7]=1[C:8]1[CH:20]=[CH:19][C:11]([C:12]([O:14][C:15]([CH3:16])([CH3:17])[CH3:18])=[O:13])=[C:10]([F:21])[CH:9]=1, predict the reactants needed to synthesize it. The reactants are: [NH2:1][C:2]1[C:7]([C:8]2[CH:20]=[CH:19][C:11]([C:12]([O:14][C:15]([CH3:18])([CH3:17])[CH3:16])=[O:13])=[C:10]([F:21])[CH:9]=2)=[CH:6][C:5](B2OC(C)(C)C(C)(C)O2)=[CH:4][N:3]=1.C(=O)([O-])[O-].[Na+].[Na+].[O:37]=[C:38]1[CH:42]=[C:41](OS(C2C=CC(C)=CC=2)(=O)=O)[CH2:40][N:39]1[C:54]([O:56][C:57]([CH3:60])([CH3:59])[CH3:58])=[O:55]. (2) Given the product [OH:9][CH:8]([CH2:1][C:2]1[CH:7]=[CH:6][CH:5]=[CH:4][CH:3]=1)[CH2:10][N:11]1[CH2:16][CH2:15][CH:14]([CH2:17][NH:18][C:19]([C:21]2[CH:25]=[N:24][NH:23][CH:22]=2)=[O:20])[CH2:13][CH2:12]1, predict the reactants needed to synthesize it. The reactants are: [CH2:1]([CH:8]1[CH2:10][O:9]1)[C:2]1[CH:7]=[CH:6][CH:5]=[CH:4][CH:3]=1.[NH:11]1[CH2:16][CH2:15][CH:14]([CH2:17][NH:18][C:19]([C:21]2[CH:22]=[N:23][NH:24][CH:25]=2)=[O:20])[CH2:13][CH2:12]1.